Dataset: Forward reaction prediction with 1.9M reactions from USPTO patents (1976-2016). Task: Predict the product of the given reaction. Given the reactants [CH:1]1[CH:6]=[CH:5][C:4]([CH2:7][NH:8][CH:9]([C:22]([OH:24])=[O:23])[CH:10]([NH:14][CH2:15][C:16]2[CH:21]=[CH:20][CH:19]=[CH:18][CH:17]=2)[C:11]([OH:13])=[O:12])=[CH:3][CH:2]=1.[OH-].[K+].Cl[C:28](OC1C=CC=CC=1)=[O:29].Cl, predict the reaction product. The product is: [O:29]=[C:28]1[N:14]([CH2:15][C:16]2[CH:21]=[CH:20][CH:19]=[CH:18][CH:17]=2)[C@@H:10]([C:11]([OH:13])=[O:12])[C@@H:9]([C:22]([OH:24])=[O:23])[N:8]1[CH2:7][C:4]1[CH:5]=[CH:6][CH:1]=[CH:2][CH:3]=1.